This data is from Reaction yield outcomes from USPTO patents with 853,638 reactions. The task is: Predict the reaction yield, written as a fraction of the theoretical maximum amount of product (1.0 means a 100% yield; for example, 0.34 means a 34% yield). (1) The reactants are [CH2:1]([N:8]1[CH2:13][CH2:12][C:11](=[O:14])[CH2:10][CH2:9]1)[C:2]1[CH:7]=[CH:6][CH:5]=[CH:4][CH:3]=1.[CH2:15]([Li])[CH2:16][CH2:17][CH3:18].CCCCCC. The catalyst is C(OCC)C. The product is [CH2:1]([N:8]1[CH2:13][CH2:12][C:11]([CH2:15][CH2:16][CH2:17][CH3:18])([OH:14])[CH2:10][CH2:9]1)[C:2]1[CH:3]=[CH:4][CH:5]=[CH:6][CH:7]=1. The yield is 0.830. (2) The reactants are [OH-].[Li+].[CH2:3]([N:5]([CH:20]1[C:28]2[C:23](=[CH:24][CH:25]=[C:26]([C:29]3[CH:34]=[CH:33][CH:32]=[C:31]([F:35])[CH:30]=3)[CH:27]=2)[CH2:22][CH2:21]1)[C:6]1[CH:7]=[C:8]([CH:17]=[CH:18][CH:19]=1)[O:9][CH2:10][C:11]([O:13]C(C)C)=[O:12])[CH3:4]. The catalyst is C1COCC1. The product is [CH2:3]([N:5]([CH:20]1[C:28]2[C:23](=[CH:24][CH:25]=[C:26]([C:29]3[CH:34]=[CH:33][CH:32]=[C:31]([F:35])[CH:30]=3)[CH:27]=2)[CH2:22][CH2:21]1)[C:6]1[CH:7]=[C:8]([CH:17]=[CH:18][CH:19]=1)[O:9][CH2:10][C:11]([OH:13])=[O:12])[CH3:4]. The yield is 0.320. (3) The reactants are [N+:1]([C:4]1[CH:14]=[CH:13][C:12]2[CH:11]3[CH2:15][CH2:16][N:7]([CH2:8][CH2:9][CH2:10]3)[C:6]=2[CH:5]=1)([O-:3])=[O:2].C([O-])([O-])=O.[K+].[K+].[CH2:23](I)[CH3:24]. The catalyst is CC(C)=O. The product is [CH2:16]([N:7]1[CH2:6][CH:12]2[CH2:11][CH2:10][CH:9]([C:23]3[CH:24]=[CH:5][C:4]([N+:1]([O-:3])=[O:2])=[CH:14][C:13]=32)[CH2:8]1)[CH3:15]. The yield is 0.730. (4) The reactants are [CH2:1]([CH:3]([CH2:27][CH3:28])[CH:4]([NH:16][C:17]1[CH:26]=[CH:25][C:20]([C:21]([O:23]C)=[O:22])=[CH:19][CH:18]=1)[C:5]1[O:6][C:7]2[CH:14]=[CH:13][C:12]([F:15])=[CH:11][C:8]=2[C:9]=1[CH3:10])[CH3:2].O1CCCC1.[OH-].[Na+]. The catalyst is C(O)C. The product is [CH2:27]([CH:3]([CH2:1][CH3:2])[CH:4]([NH:16][C:17]1[CH:18]=[CH:19][C:20]([C:21]([OH:23])=[O:22])=[CH:25][CH:26]=1)[C:5]1[O:6][C:7]2[CH:14]=[CH:13][C:12]([F:15])=[CH:11][C:8]=2[C:9]=1[CH3:10])[CH3:28]. The yield is 0.610. (5) The reactants are [Br:1][C:2]1[CH:7]=[CH:6][C:5]([C:8]2[C:12]3[CH:13]=[CH:14][C:15]([O:17][CH2:18][CH2:19][CH2:20][CH2:21][N:22]([CH2:26][CH3:27])[CH2:23][CH2:24][OH:25])=[CH:16][C:11]=3[S:10][N:9]=2)=[CH:4][CH:3]=1.N1C=CN=C1.[C:33]([Si:37]([CH3:40])([CH3:39])Cl)([CH3:36])([CH3:35])[CH3:34].C([O-])(O)=O.[Na+]. The catalyst is CN(C=O)C. The product is [Br:1][C:2]1[CH:3]=[CH:4][C:5]([C:8]2[C:12]3[CH:13]=[CH:14][C:15]([O:17][CH2:18][CH2:19][CH2:20][CH2:21][N:22]([CH2:23][CH2:24][O:25][Si:37]([C:33]([CH3:36])([CH3:35])[CH3:34])([CH3:40])[CH3:39])[CH2:26][CH3:27])=[CH:16][C:11]=3[S:10][N:9]=2)=[CH:6][CH:7]=1. The yield is 0.740. (6) The reactants are Cl[S:2]([C:5]1[CH:14]=[CH:13][C:12]2[NH:11][C:10](=[O:15])[C:9]3[NH:16][CH:17]=[C:18]([C:19]([OH:21])=[O:20])[C:8]=3[C:7]=2[CH:6]=1)(=[O:4])=[O:3].S([O-])([O-])=O.[Na+].[Na+].P([O-])([O-])([O-])=O.[Na+].[Na+].[Na+].[Cl:36][C:37]1[CH:44]=[CH:43][CH:42]=[C:41]([Cl:45])[C:38]=1[CH2:39]Br. The catalyst is O.CN(C)C=O. The product is [Cl:36][C:37]1[CH:44]=[CH:43][CH:42]=[C:41]([Cl:45])[C:38]=1[CH2:39][S:2]([C:5]1[CH:14]=[CH:13][C:12]2[NH:11][C:10](=[O:15])[C:9]3[NH:16][CH:17]=[CH:18][C:8]=3[C:7]=2[CH:6]=1)(=[O:3])=[O:4].[CH2:18]([C:19]([O-:21])=[O:20])[CH3:17]. The yield is 0.350. (7) The reactants are CO[C:3](=[O:17])[C:4]1[CH:9]=[CH:8][C:7]([I:10])=[CH:6][C:5]=1[C:11]1[CH:16]=[CH:15][CH:14]=[CH:13][CH:12]=1.Cl.ClCCl.Cl.[CH3:23][O:24][C:25](=[O:32])[C@H:26]([CH2:28][CH2:29][S:30][CH3:31])[NH2:27]. The catalyst is [OH-].[Li+].CO.CCOCC. The product is [CH3:23][O:24][C:25](=[O:32])[C@H:26]([CH2:28][CH2:29][S:30][CH3:31])[NH:27][C:3](=[O:17])[C:4]1[CH:9]=[CH:8][C:7]([I:10])=[CH:6][C:5]=1[C:11]1[CH:12]=[CH:13][CH:14]=[CH:15][CH:16]=1. The yield is 0.900. (8) The reactants are CO[C:3]([C:5]1[CH:10]=[C:9]([CH3:11])[C:8]([Br:12])=[CH:7][N:6]=1)=[O:4].[NH2:13][CH2:14][CH2:15][OH:16]. The catalyst is [Al](C)(C)C. The product is [OH:16][CH2:15][CH2:14][NH:13][C:3]([C:5]1[CH:10]=[C:9]([CH3:11])[C:8]([Br:12])=[CH:7][N:6]=1)=[O:4]. The yield is 0.650. (9) The reactants are [CH2:1]([O:4][C:5]1[CH:10]=[C:9]([CH3:11])[CH:8]=[CH:7][C:6]=1[C:12](=[O:18])/[CH:13]=[CH:14]/[N:15](C)C)[CH:2]=[CH2:3].Cl.NO. The catalyst is CO. The product is [CH2:1]([O:4][C:5]1[CH:10]=[C:9]([CH3:11])[CH:8]=[CH:7][C:6]=1[C:12]1[O:18][N:15]=[CH:14][CH:13]=1)[CH:2]=[CH2:3]. The yield is 0.580. (10) The reactants are [Cl-].O[NH3+:3].[C:4](=[O:7])([O-])[OH:5].[Na+].CS(C)=O.[CH3:13][C:14]1[CH2:18][CH:17]([CH2:19][O:20][C@H:21]2[CH2:26][CH2:25][C@H:24]([N:27]3[C:32](=[O:33])[C:31]([CH2:34][C:35]4[CH:40]=[CH:39][C:38]([C:41]5[C:42]([C:47]#[N:48])=[CH:43][CH:44]=[CH:45][CH:46]=5)=[CH:37][CH:36]=4)=[C:30]([CH2:49][CH2:50][CH3:51])[N:29]4[N:52]=[CH:53][N:54]=[C:28]34)[CH2:23][CH2:22]2)[O:16][N:15]=1. The catalyst is C(OCC)(=O)C. The product is [CH3:13][C:14]1[CH2:18][CH:17]([CH2:19][O:20][C@H:21]2[CH2:26][CH2:25][C@H:24]([N:27]3[C:32](=[O:33])[C:31]([CH2:34][C:35]4[CH:40]=[CH:39][C:38]([C:41]5[CH:46]=[CH:45][CH:44]=[CH:43][C:42]=5[C:47]5[NH:3][C:4](=[O:7])[O:5][N:48]=5)=[CH:37][CH:36]=4)=[C:30]([CH2:49][CH2:50][CH3:51])[N:29]4[N:52]=[CH:53][N:54]=[C:28]34)[CH2:23][CH2:22]2)[O:16][N:15]=1. The yield is 0.430.